From a dataset of Reaction yield outcomes from USPTO patents with 853,638 reactions. Predict the reaction yield, written as a fraction of the theoretical maximum amount of product (1.0 means a 100% yield; for example, 0.34 means a 34% yield). (1) The reactants are [Br:1][C:2]1[CH:3]=[C:4]([N:8](C)[C:9](=O)OC(C)(C)C)[CH:5]=[CH:6][CH:7]=1.FC(F)(F)C(O)=O.C(=O)([O-])O.[Na+]. The catalyst is ClCCl. The product is [Br:1][C:2]1[CH:3]=[C:4]([CH:5]=[CH:6][CH:7]=1)[NH:8][CH3:9]. The yield is 0.900. (2) The reactants are Br[C:2]1[N:6]2[C:7]3[C:12]([N:13]=[C:14]([NH:15][CH2:16][CH:17]([CH3:19])[CH3:18])[C:5]2=[N:4][CH:3]=1)=[CH:11][CH:10]=[CH:9][CH:8]=3.[O:20]1[C:25]2[CH:26]=[CH:27][C:28](B(O)O)=[CH:29][C:24]=2[O:23][CH2:22][CH2:21]1.C([O-])([O-])=O.[K+].[K+]. The catalyst is C1C=CC(P(C2C=CC=CC=2)[C-]2C=CC=C2)=CC=1.C1C=CC(P(C2C=CC=CC=2)[C-]2C=CC=C2)=CC=1.Cl[Pd]Cl.[Fe+2]. The product is [O:20]1[C:25]2[CH:26]=[CH:27][C:28]([C:2]3[N:6]4[C:7]5[C:12]([N:13]=[C:14]([NH:15][CH2:16][CH:17]([CH3:19])[CH3:18])[C:5]4=[N:4][CH:3]=3)=[CH:11][CH:10]=[CH:9][CH:8]=5)=[CH:29][C:24]=2[O:23][CH2:22][CH2:21]1. The yield is 0.220. (3) The reactants are [Cl:1][C:2]1[CH:23]=[CH:22][C:5]([C:6]([C:8]2[N:12]([CH3:13])[CH:11]=[C:10]([C:14]([C:16]3[CH:21]=[CH:20][N:19]=[CH:18][CH:17]=3)=[O:15])[CH:9]=2)=[O:7])=[CH:4][CH:3]=1.[O:24](C)[S:25]([C:28]([F:31])([F:30])[F:29])(=[O:27])=[O:26]. The catalyst is C(Cl)Cl. The product is [OH2:7].[F:29][C:28]([F:31])([F:30])[S:25]([O-:27])(=[O:26])=[O:24].[Cl:1][C:2]1[CH:3]=[CH:4][C:5]([C:6]([C:8]2[N:12]([CH3:13])[CH:11]=[C:10]([C:14]([C:16]3[CH:21]=[CH:20][N+:19]([CH3:28])=[CH:18][CH:17]=3)=[O:15])[CH:9]=2)=[O:7])=[CH:22][CH:23]=1. The yield is 0.770. (4) The reactants are [CH:1]([C:3]1[CH:8]=[CH:7][C:6]([NH:9][C:10]([CH2:12][CH2:13][CH2:14][CH2:15][N:16]([CH3:43])[C:17]([CH2:19][CH2:20][N:21]2[CH2:26][CH2:25][CH:24]([O:27][C:28](=[O:42])[NH:29][C:30]3[CH:35]=[CH:34][CH:33]=[CH:32][C:31]=3[C:36]3[CH:41]=[CH:40][CH:39]=[CH:38][CH:37]=3)[CH2:23][CH2:22]2)=[O:18])=[O:11])=[CH:5][CH:4]=1)=O.C(O)(=O)C.[NH2:48][CH2:49][C@@H:50]([C:59]1[CH:68]=[CH:67][C:66]([OH:69])=[C:65]2[C:60]=1[CH:61]=[CH:62][C:63](=[O:70])[NH:64]2)[O:51][Si:52]([C:55]([CH3:58])([CH3:57])[CH3:56])([CH3:54])[CH3:53].C(Cl)Cl.C(O[BH-](OC(=O)C)OC(=O)C)(=O)C.[Na+]. The catalyst is CO. The product is [C:55]([Si:52]([CH3:54])([CH3:53])[O:51][C@H:50]([C:59]1[CH:68]=[CH:67][C:66]([OH:69])=[C:65]2[C:60]=1[CH:61]=[CH:62][C:63](=[O:70])[NH:64]2)[CH2:49][NH:48][CH2:1][C:3]1[CH:4]=[CH:5][C:6]([NH:9][C:10]([CH2:12][CH2:13][CH2:14][CH2:15][N:16]([CH3:43])[C:17]([CH2:19][CH2:20][N:21]2[CH2:22][CH2:23][CH:24]([O:27][C:28](=[O:42])[NH:29][C:30]3[CH:35]=[CH:34][CH:33]=[CH:32][C:31]=3[C:36]3[CH:37]=[CH:38][CH:39]=[CH:40][CH:41]=3)[CH2:25][CH2:26]2)=[O:18])=[O:11])=[CH:7][CH:8]=1)([CH3:58])([CH3:57])[CH3:56]. The yield is 0.820. (5) The reactants are [C:1]([O:5][C:6]([N:8]1[CH2:13][CH2:12][CH:11]([O:14][C:15]2[CH:20]=[CH:19][C:18]([CH2:21]C(=O)C)=[CH:17][CH:16]=2)[CH2:10][CH2:9]1)=[O:7])([CH3:4])([CH3:3])[CH3:2].O.[C:26]([OH:30])(=O)[CH:27]=O.O.[NH2:32][NH2:33].[CH3:34][CH2:35]O. No catalyst specified. The product is [C:1]([O:5][C:6]([N:8]1[CH2:9][CH2:10][CH:11]([O:14][C:15]2[CH:20]=[CH:19][C:18]([C:21]3[C:35]([CH3:34])=[N:32][NH:33][C:26](=[O:30])[CH:27]=3)=[CH:17][CH:16]=2)[CH2:12][CH2:13]1)=[O:7])([CH3:4])([CH3:3])[CH3:2]. The yield is 0.460. (6) The reactants are [Cl:1][C:2]1[CH:3]=[CH:4][C:5]([O:25][CH3:26])=[C:6]([C:8]2[C:12]([NH:13][C:14]([C:16]3[CH:17]=[N:18][N:19]4[CH:24]=[CH:23][CH:22]=[N:21][C:20]=34)=[O:15])=[CH:11][NH:10][N:9]=2)[CH:7]=1.Br[CH:28]([CH3:36])[C:29]([O:31][C:32]([CH3:35])([CH3:34])[CH3:33])=[O:30].C(=O)([O-])[O-].[Cs+].[Cs+]. The catalyst is CN(C)C=O. The product is [Cl:1][C:2]1[CH:3]=[CH:4][C:5]([O:25][CH3:26])=[C:6]([C:8]2[C:12]([NH:13][C:14]([C:16]3[CH:17]=[N:18][N:19]4[CH:24]=[CH:23][CH:22]=[N:21][C:20]=34)=[O:15])=[CH:11][N:10]([CH:28]([CH3:36])[C:29]([O:31][C:32]([CH3:35])([CH3:34])[CH3:33])=[O:30])[N:9]=2)[CH:7]=1. The yield is 0.700. (7) The reactants are [F:1][C:2]([F:29])([F:28])[C:3]1[CH:4]=[C:5]([CH:25]=[CH:26][CH:27]=1)[CH2:6][NH:7][C:8](=[O:24])[C:9]1[CH:14]=[CH:13][N:12]=[C:11]([C:15]2[CH:20]=[CH:19][CH:18]=[CH:17][C:16]=2[N+:21]([O-])=O)[CH:10]=1. The catalyst is [Fe].C(O)(=O)C. The product is [F:28][C:2]([F:1])([F:29])[C:3]1[CH:4]=[C:5]([CH:25]=[CH:26][CH:27]=1)[CH2:6][NH:7][C:8](=[O:24])[C:9]1[CH:14]=[CH:13][N:12]=[C:11]([C:15]2[CH:20]=[CH:19][CH:18]=[CH:17][C:16]=2[NH2:21])[CH:10]=1. The yield is 0.800. (8) The reactants are [C:1]([NH:4][CH:5]1[CH2:10][CH2:9][NH:8][CH2:7][CH2:6]1)(=[O:3])[CH3:2].[C:11]([O:15][CH2:16][C:17]1[CH:22]=[CH:21][CH:20]=[CH:19][CH:18]=1)(=[O:14])[CH:12]=[CH2:13]. The catalyst is C(#N)C. The product is [C:1]([NH:4][CH:5]1[CH2:10][CH2:9][N:8]([CH2:13][CH2:12][C:11]([O:15][CH2:16][C:17]2[CH:22]=[CH:21][CH:20]=[CH:19][CH:18]=2)=[O:14])[CH2:7][CH2:6]1)(=[O:3])[CH3:2]. The yield is 0.980.